Dataset: Reaction yield outcomes from USPTO patents with 853,638 reactions. Task: Predict the reaction yield, written as a fraction of the theoretical maximum amount of product (1.0 means a 100% yield; for example, 0.34 means a 34% yield). (1) The reactants are [CH3:1][O:2][C:3]1[CH:4]=[C:5]2[O:9][C:8]([C:10]3[N:11]=[C:12]4[N:16]([CH:17]=3)[N:15]=[C:14]([O:18][CH3:19])[S:13]4)=[CH:7][C:6]2=[C:20]([OH:22])[CH:21]=1.[CH3:23][O:24][C:25]1[CH:47]=[C:46]([O:48][CH3:49])[CH:45]=[CH:44][C:26]=1[CH2:27][N:28]([C:36]1[S:37][C:38]([CH3:43])=[C:39]([CH2:41]O)[N:40]=1)[C:29](=[O:35])[O:30][C:31]([CH3:34])([CH3:33])[CH3:32].C(P(CCCC)CCCC)CCC.N(C(N1CCCCC1)=O)=NC(N1CCCCC1)=O. The catalyst is O1CCCC1. The product is [CH3:23][O:24][C:25]1[CH:47]=[C:46]([O:48][CH3:49])[CH:45]=[CH:44][C:26]=1[CH2:27][N:28]([C:36]1[S:37][C:38]([CH3:43])=[C:39]([CH2:41][O:22][C:20]2[C:6]3[CH:7]=[C:8]([C:10]4[N:11]=[C:12]5[N:16]([CH:17]=4)[N:15]=[C:14]([O:18][CH3:19])[S:13]5)[O:9][C:5]=3[CH:4]=[C:3]([O:2][CH3:1])[CH:21]=2)[N:40]=1)[C:29](=[O:35])[O:30][C:31]([CH3:34])([CH3:33])[CH3:32]. The yield is 0.750. (2) The yield is 0.240. No catalyst specified. The product is [CH2:9]([N:16]([CH3:17])[C:2]1[CH:3]=[C:4]([OH:8])[CH:5]=[CH:6][CH:7]=1)[C:10]1[CH:15]=[CH:14][CH:13]=[CH:12][CH:11]=1. The reactants are Br[C:2]1[CH:3]=[C:4]([OH:8])[CH:5]=[CH:6][CH:7]=1.[CH2:9]([NH:16][CH3:17])[C:10]1[CH:15]=[CH:14][CH:13]=[CH:12][CH:11]=1. (3) The reactants are [CH3:1][O:2][CH2:3][C:4]1[C:8]([C:9]([O:11][CH3:12])=[O:10])=[CH:7][NH:6][N:5]=1.Cl[C:14]1[CH:19]=[CH:18][C:17]([C:20]([F:23])([F:22])[F:21])=[CH:16][N:15]=1. No catalyst specified. The product is [CH3:1][O:2][CH2:3][C:4]1[C:8]([C:9]([O:11][CH3:12])=[O:10])=[CH:7][N:6]([C:14]2[CH:19]=[CH:18][C:17]([C:20]([F:23])([F:22])[F:21])=[CH:16][N:15]=2)[N:5]=1. The yield is 0.380. (4) The reactants are Br[C:2]1[CH:3]=[C:4]([C:9]([NH:12][C:13](=[O:23])[O:14][CH:15]2[CH:20]3[CH2:21][CH2:22][N:17]([CH2:18][CH2:19]3)[CH2:16]2)([CH3:11])[CH3:10])[CH:5]=[CH:6][C:7]=1[F:8].[N:24]1[CH:29]=[CH:28][CH:27]=[C:26](B(O)O)[CH:25]=1. The catalyst is C1C=CC(/C=C/C(/C=C/C2C=CC=CC=2)=O)=CC=1.C1C=CC(/C=C/C(/C=C/C2C=CC=CC=2)=O)=CC=1.C1C=CC(/C=C/C(/C=C/C2C=CC=CC=2)=O)=CC=1.[Pd].[Pd]. The product is [F:8][C:7]1[CH:6]=[CH:5][C:4]([C:9]([NH:12][C:13](=[O:23])[O:14][CH:15]2[CH:20]3[CH2:21][CH2:22][N:17]([CH2:18][CH2:19]3)[CH2:16]2)([CH3:11])[CH3:10])=[CH:3][C:2]=1[C:26]1[CH:25]=[N:24][CH:29]=[CH:28][CH:27]=1. The yield is 0.390. (5) The catalyst is O1CCCC1. The yield is 0.980. The reactants are [CH3:1][O:2][CH2:3][C:4](=[O:10])[CH2:5][C:6]([O:8][CH3:9])=[O:7].[H-].[Na+].Br[CH2:14][C:15]1[CH:20]=[CH:19][C:18]([C:21]2[C:22]([C:27]#[N:28])=[CH:23][CH:24]=[CH:25][CH:26]=2)=[CH:17][CH:16]=1. The product is [C:27]([C:22]1[CH:23]=[CH:24][CH:25]=[CH:26][C:21]=1[C:18]1[CH:17]=[CH:16][C:15]([CH2:14][CH:5]([C:4](=[O:10])[CH2:3][O:2][CH3:1])[C:6]([O:8][CH3:9])=[O:7])=[CH:20][CH:19]=1)#[N:28].